This data is from Full USPTO retrosynthesis dataset with 1.9M reactions from patents (1976-2016). The task is: Predict the reactants needed to synthesize the given product. (1) Given the product [Cl:1][C:2]1[CH:7]=[CH:6][CH:5]=[CH:4][C:3]=1[N:8]1[C:17](=[O:18])[C:16]2[CH:15]=[N:14][C:13]([NH:36][C:35]3[CH:34]=[CH:33][C:32]([CH2:31][N:28]4[CH2:27][CH2:26][O:25][CH2:30][CH2:29]4)=[CH:38][CH:37]=3)=[N:12][C:11]=2[N:10]2[CH:22]=[CH:23][N:24]=[C:9]12, predict the reactants needed to synthesize it. The reactants are: [Cl:1][C:2]1[CH:7]=[CH:6][CH:5]=[CH:4][C:3]=1[N:8]1[C:17](=[O:18])[C:16]2[C:11](=[N:12][C:13](S(C)=O)=[N:14][CH:15]=2)[N:10]2[CH:22]=[CH:23][N:24]=[C:9]12.[O:25]1[CH2:30][CH2:29][N:28]([CH2:31][C:32]2[CH:38]=[CH:37][C:35]([NH2:36])=[CH:34][CH:33]=2)[CH2:27][CH2:26]1. (2) Given the product [CH2:8]([S:9]([NH:12][C:13]1[CH:18]=[CH:17][CH:16]=[CH:15][C:14]=1[S:19]([NH2:22])(=[O:20])=[O:21])(=[O:10])=[O:11])[CH2:7][C:1]1[CH:6]=[CH:5][CH:4]=[CH:3][CH:2]=1, predict the reactants needed to synthesize it. The reactants are: [C:1]1(/[CH:7]=[CH:8]/[S:9]([NH:12][C:13]2[CH:18]=[CH:17][CH:16]=[CH:15][C:14]=2[S:19]([NH2:22])(=[O:21])=[O:20])(=[O:11])=[O:10])[CH:6]=[CH:5][CH:4]=[CH:3][CH:2]=1.[H][H]. (3) Given the product [I:1][C:2]1[CH:3]=[C:4]2[C:8](=[CH:9][CH:10]=1)[NH:7][C:6](=[O:11])[C:5]2=[N:38][NH:37][C:35]([C:34]1[CH:33]=[CH:32][C:31]([NH:30][C:28]([C:27]2[CH:48]=[CH:49][C:24]([C:22]([O:21][CH3:20])=[O:23])=[CH:25][CH:26]=2)=[O:29])=[CH:47][CH:46]=1)=[O:36], predict the reactants needed to synthesize it. The reactants are: [I:1][C:2]1[CH:3]=[C:4]2[C:8](=[CH:9][CH:10]=1)[NH:7][C:6](=[O:11])[C:5]2=O.C(O)(C(F)(F)F)=O.[CH3:20][O:21][C:22]([C:24]1[CH:49]=[CH:48][C:27]([C:28]([NH:30][C:31]2[CH:47]=[CH:46][C:34]([C:35]([NH:37][NH:38]C(OC(C)(C)C)=O)=[O:36])=[CH:33][CH:32]=2)=[O:29])=[CH:26][CH:25]=1)=[O:23].